From a dataset of Merck oncology drug combination screen with 23,052 pairs across 39 cell lines. Regression. Given two drug SMILES strings and cell line genomic features, predict the synergy score measuring deviation from expected non-interaction effect. (1) Drug 1: C#Cc1cccc(Nc2ncnc3cc(OCCOC)c(OCCOC)cc23)c1. Drug 2: COC1CC2CCC(C)C(O)(O2)C(=O)C(=O)N2CCCCC2C(=O)OC(C(C)CC2CCC(OP(C)(C)=O)C(OC)C2)CC(=O)C(C)C=C(C)C(O)C(OC)C(=O)C(C)CC(C)C=CC=CC=C1C. Cell line: SKMEL30. Synergy scores: synergy=62.1. (2) Drug 1: O=C(CCCCCCC(=O)Nc1ccccc1)NO. Drug 2: O=C(NOCC(O)CO)c1ccc(F)c(F)c1Nc1ccc(I)cc1F. Cell line: SKOV3. Synergy scores: synergy=25.0. (3) Drug 1: O=P1(N(CCCl)CCCl)NCCCO1. Drug 2: Cn1nnc2c(C(N)=O)ncn2c1=O. Cell line: LNCAP. Synergy scores: synergy=18.6.